Dataset: Reaction yield outcomes from USPTO patents with 853,638 reactions. Task: Predict the reaction yield, written as a fraction of the theoretical maximum amount of product (1.0 means a 100% yield; for example, 0.34 means a 34% yield). (1) The reactants are [Br:1][C:2]1[CH:7]=[CH:6][C:5]([OH:8])=[C:4]([N+:9]([O-:11])=[O:10])[N:3]=1.C(=O)([O-])[O-:13].[K+].[K+].[CH3:18][CH2:19][O:20][CH2:21][CH3:22]. The catalyst is CC(C)=O.BrCC(OCC)=O. The product is [Br:1][C:2]1[N:3]=[C:4]([N+:9]([O-:11])=[O:10])[C:5]([O:8][CH2:18][C:19]([O:20][CH2:21][CH3:22])=[O:13])=[CH:6][CH:7]=1. The yield is 0.890. (2) The reactants are C1N(S(F)(F)[F:8])CCOC1.[Br:11][C:12]1[CH:13]=[CH:14][C:15]2[N:16]([CH2:26][CH:27](O)[CH2:28][N:29]([C:37]3[CH:42]=[CH:41][CH:40]=[C:39]([O:43][CH2:44]C)[CH:38]=3)[S:30]([C:33]([F:36])([F:35])[F:34])(=[O:32])=[O:31])[C:17]3[C:22]([C:23]=2[CH:24]=1)=[CH:21][C:20]([Br:25])=[CH:19][CH:18]=3.C(=O)(O)[O-]. The catalyst is C(Cl)Cl. The product is [Br:25][C:20]1[CH:19]=[CH:18][C:17]2[N:16]([CH2:26][CH:27]([F:8])[CH2:28][N:29]([C:37]3[CH:42]=[CH:41][CH:40]=[C:39]([O:43][CH3:44])[CH:38]=3)[S:30]([C:33]([F:34])([F:35])[F:36])(=[O:32])=[O:31])[C:15]3[C:23]([C:22]=2[CH:21]=1)=[CH:24][C:12]([Br:11])=[CH:13][CH:14]=3. The yield is 1.00.